From a dataset of Reaction yield outcomes from USPTO patents with 853,638 reactions. Predict the reaction yield, written as a fraction of the theoretical maximum amount of product (1.0 means a 100% yield; for example, 0.34 means a 34% yield). (1) The reactants are [N+:1]([C:4]1[CH:11]=[C:8]([C:9]#[N:10])[C:7]([NH2:12])=[CH:6][CH:5]=1)([O-:3])=[O:2].[C:13]1(=O)[CH2:18][CH2:17][CH2:16][CH2:15][CH2:14]1. The catalyst is C(OCC)(=O)C.[Cl-].[Zn+2].[Cl-]. The product is [NH2:10][C:9]1[C:8]2[C:7]([N:12]=[C:13]3[C:14]=1[CH2:15][CH2:16][CH2:17][CH2:18]3)=[CH:6][CH:5]=[C:4]([N+:1]([O-:3])=[O:2])[CH:11]=2. The yield is 0.330. (2) The reactants are [F:1][C:2]1[CH:3]=[C:4]([CH:14]([NH:16][C:17]([C:19]2[N:20]=[C:21](Cl)[O:22][CH:23]=2)=[O:18])[CH3:15])[CH:5]=[C:6]([F:13])[C:7]=1[NH:8][S:9]([CH3:12])(=[O:11])=[O:10].[CH3:25][C:26]1([CH3:36])[CH2:30][C:29]2[CH:31]=[CH:32][CH:33]=[C:34]([OH:35])[C:28]=2[O:27]1. No catalyst specified. The product is [F:1][C:2]1[CH:3]=[C:4]([CH:14]([NH:16][C:17]([C:19]2[N:20]=[C:21]([O:35][C:34]3[C:28]4[O:27][C:26]([CH3:36])([CH3:25])[CH2:30][C:29]=4[CH:31]=[CH:32][CH:33]=3)[O:22][CH:23]=2)=[O:18])[CH3:15])[CH:5]=[C:6]([F:13])[C:7]=1[NH:8][S:9]([CH3:12])(=[O:11])=[O:10]. The yield is 0.940. (3) The reactants are [Br:1][C:2]1[CH:3]=[C:4]([C:9]2[O:13][N:12]=[CH:11][C:10]=2[CH2:14][CH2:15][C:16](OC)=[O:17])[CH:5]=[CH:6][C:7]=1[Cl:8].[H-].C([Al+]CC(C)C)C(C)C.Cl. The catalyst is O1CCCC1. The product is [Br:1][C:2]1[CH:3]=[C:4]([C:9]2[O:13][N:12]=[CH:11][C:10]=2[CH2:14][CH2:15][CH2:16][OH:17])[CH:5]=[CH:6][C:7]=1[Cl:8]. The yield is 0.920. (4) The reactants are C(O[BH-](OC(=O)C)OC(=O)C)(=O)C.[Na+].[NH2:15][C@H:16]1[CH2:21][CH2:20][CH2:19][CH2:18][C@@H:17]1[OH:22].[CH2:23]([O:25][CH2:26][C@H:27]1[CH2:31][CH2:30][C@@H:29]([N:32]2[CH2:37][CH2:36][C:35](=O)[CH2:34][CH2:33]2)[CH2:28]1)[CH3:24]. The catalyst is ClCCl. The product is [CH2:23]([O:25][CH2:26][C@H:27]1[CH2:31][CH2:30][C@@H:29]([N:32]2[CH2:37][CH2:36][CH:35]([NH:15][C@H:16]3[CH2:21][CH2:20][CH2:19][CH2:18][C@@H:17]3[OH:22])[CH2:34][CH2:33]2)[CH2:28]1)[CH3:24]. The yield is 0.473.